Dataset: hERG potassium channel inhibition data for cardiac toxicity prediction from Karim et al.. Task: Regression/Classification. Given a drug SMILES string, predict its toxicity properties. Task type varies by dataset: regression for continuous values (e.g., LD50, hERG inhibition percentage) or binary classification for toxic/non-toxic outcomes (e.g., AMES mutagenicity, cardiotoxicity, hepatotoxicity). Dataset: herg_karim. (1) The drug is CC(C)n1nc(-c2ccc3oc(N)nc3c2)c2c(N)ncnc21. The result is 0 (non-blocker). (2) The compound is CN(C/C=C/c1ccc(C(F)F)cc1)Cc1ccc2c(c1)CCO2.Cl. The result is 1 (blocker). (3) The compound is CCc1cc(Oc2ccc(F)cc2CNC)ccc1Cl. The result is 1 (blocker). (4) The molecule is O=C1OCc2c1ccc(CCN1CCN(C(=O)Cc3ccc(-n4cnnn4)cc3)CC1)c2F. The result is 0 (non-blocker). (5) The result is 0 (non-blocker). The molecule is CC(C)NC(=O)c1cn(-c2cccc(Br)c2)c2ncccc2c1=O.